The task is: Predict the reactants needed to synthesize the given product.. This data is from Full USPTO retrosynthesis dataset with 1.9M reactions from patents (1976-2016). (1) Given the product [Br:11][C:12]1[CH:13]=[CH:14][C:15]([O:30][CH3:31])=[C:16]([CH2:18][CH2:19][C:20]2[C:28]([F:29])=[CH:27][CH:26]=[CH:25][C:21]=2[C:22]([NH:10][C:8](=[NH:9])[S:7][CH3:6])=[O:23])[CH:17]=1, predict the reactants needed to synthesize it. The reactants are: S(O)(O)(=O)=O.[CH3:6][S:7][C:8](=[NH:10])[NH2:9].[Br:11][C:12]1[CH:13]=[CH:14][C:15]([O:30][CH3:31])=[C:16]([CH2:18][CH2:19][C:20]2[C:28]([F:29])=[CH:27][CH:26]=[CH:25][C:21]=2[C:22](Cl)=[O:23])[CH:17]=1. (2) Given the product [Cl:13][C:14]1[S:18][C:17]([CH2:19][N:9]2[C:10]3[C:6](=[CH:5][C:4]([N+:1]([O-:3])=[O:2])=[CH:12][CH:11]=3)[CH2:7][CH2:8]2)=[CH:16][CH:15]=1, predict the reactants needed to synthesize it. The reactants are: [N+:1]([C:4]1[CH:5]=[C:6]2[C:10](=[CH:11][CH:12]=1)[NH:9][CH2:8][CH2:7]2)([O-:3])=[O:2].[Cl:13][C:14]1[S:18][C:17]([CH:19]=O)=[CH:16][CH:15]=1.[BH3-]C#N.[Na+]. (3) Given the product [Cl:24][C:17]1[CH:18]=[C:19]([CH2:22][C:5]2[N:6]([C:10]([O:12][CH2:13][CH3:14])=[O:11])[CH2:7][CH2:8][C:3](=[O:2])[CH:4]=2)[CH:20]=[CH:21][C:16]=1[Cl:15], predict the reactants needed to synthesize it. The reactants are: C[O:2][C:3]1[CH:8]=[CH:7][N:6]=[CH:5][CH:4]=1.Cl[C:10]([O:12][CH2:13][CH3:14])=[O:11].[Cl:15][C:16]1[CH:21]=[CH:20][C:19]([CH2:22]Cl)=[CH:18][C:17]=1[Cl:24].Cl. (4) Given the product [CH:1]1([C:4]([N:7]2[CH2:8][CH2:9][CH:10]([N:13]3[CH:17]=[C:16]([O:18][C:19]4[N:20]=[C:21]([OH:29])[C:22]5[CH:28]=[CH:27][N:26]=[CH:25][C:23]=5[N:24]=4)[CH:15]=[N:14]3)[CH2:11][CH2:12]2)=[O:5])[CH2:3][CH2:2]1, predict the reactants needed to synthesize it. The reactants are: [CH:1]1([C:4](Cl)=[O:5])[CH2:3][CH2:2]1.[NH:7]1[CH2:12][CH2:11][CH:10]([N:13]2[CH:17]=[C:16]([O:18][C:19]3[N:20]=[C:21]([OH:29])[C:22]4[CH:28]=[CH:27][N:26]=[CH:25][C:23]=4[N:24]=3)[CH:15]=[N:14]2)[CH2:9][CH2:8]1. (5) The reactants are: [OH:1][C:2]1[C:7]([C:8](=O)[CH3:9])=[CH:6][C:5]([C:11]2[NH:15][N:14]=[N:13][N:12]=2)=[CH:4][C:3]=1[C:16]1[CH:21]=[CH:20][CH:19]=[CH:18][CH:17]=1.[NH:22]([C:24]1[CH:32]=[CH:31][C:27]([C:28]([NH2:30])=[NH:29])=[CH:26][CH:25]=1)N.CCN(C(C)C)C(C)C. Given the product [OH:1][C:2]1[C:7]([C:8]2[NH:22][C:24]3[C:32]([CH:9]=2)=[CH:31][C:27]([C:28]([NH2:30])=[NH:29])=[CH:26][CH:25]=3)=[CH:6][C:5]([C:11]2[NH:15][N:14]=[N:13][N:12]=2)=[CH:4][C:3]=1[C:16]1[CH:21]=[CH:20][CH:19]=[CH:18][CH:17]=1, predict the reactants needed to synthesize it.